This data is from Catalyst prediction with 721,799 reactions and 888 catalyst types from USPTO. The task is: Predict which catalyst facilitates the given reaction. Reactant: C(OC([N:8]1[CH2:13][CH:12]=[C:11]([C:14]2[N:18]3[C:19]4[C:24]([N:25]=[C:26]([NH:27][CH2:28][CH2:29][CH2:30][OH:31])[C:17]3=[N:16][CH:15]=2)=[CH:23][C:22]([C:32]([F:35])([F:34])[F:33])=[CH:21][CH:20]=4)[CH2:10][CH2:9]1)=O)(C)(C)C.FC(F)(F)C(O)=O. Product: [NH:8]1[CH2:9][CH:10]=[C:11]([C:14]2[N:18]3[C:19]4[C:24]([N:25]=[C:26]([NH:27][CH2:28][CH2:29][CH2:30][OH:31])[C:17]3=[N:16][CH:15]=2)=[CH:23][C:22]([C:32]([F:34])([F:33])[F:35])=[CH:21][CH:20]=4)[CH2:12][CH2:13]1. The catalyst class is: 4.